This data is from CYP3A4 inhibition data for predicting drug metabolism from PubChem BioAssay. The task is: Regression/Classification. Given a drug SMILES string, predict its absorption, distribution, metabolism, or excretion properties. Task type varies by dataset: regression for continuous measurements (e.g., permeability, clearance, half-life) or binary classification for categorical outcomes (e.g., BBB penetration, CYP inhibition). Dataset: cyp3a4_veith. (1) The molecule is CCN1CCN(CCC(=O)Nc2cccc(OC)c2)CC1.Cl. The result is 0 (non-inhibitor). (2) The molecule is O=c1c(-c2ccc(Cl)cc2)nc2cnc(N3CCOCC3)nc2n1C1CC1. The result is 0 (non-inhibitor). (3) The drug is OC(Cc1nc2ccccc2[nH]1)c1ccccc1Cl. The result is 1 (inhibitor). (4) The drug is O=C(O)c1cc(C(=O)O)cc(N2C(=O)c3ccccc3C2=O)c1. The result is 0 (non-inhibitor). (5) The molecule is O=C(CSC1=NCCS1)N1CCN(c2ccc(Cl)cc2)CC1. The result is 1 (inhibitor). (6) The drug is O=C(O)C1(Nc2ccc(Cl)cc2)CCCC1. The result is 0 (non-inhibitor). (7) The compound is CC1CCN(CC(C)CNC(=O)c2cc(-c3ccccn3)nc3ccccc23)CC1. The result is 0 (non-inhibitor).